Dataset: Full USPTO retrosynthesis dataset with 1.9M reactions from patents (1976-2016). Task: Predict the reactants needed to synthesize the given product. (1) Given the product [CH2:1]([O:8][C@@H:9]1[C@@H:14]([O:15][CH2:16][C:17]2[CH:18]=[CH:19][CH:20]=[CH:21][CH:22]=2)[C@H:13]([CH3:23])[O:12][C@@H:11]([O:24][C@@H:25]2[C@H:34]([O:35][CH2:36][C:37]3[CH:38]=[CH:39][CH:40]=[CH:41][CH:42]=3)[C@@H:33]([O:43][CH2:44][C:45]3[CH:46]=[CH:47][CH:48]=[CH:49][CH:50]=3)[C@H:32]([CH3:51])[O:31][C@H:26]2[O:27][CH2:28][CH:29]=[CH2:30])[C@@H:10]1[O:52][C:55](=[O:56])[CH2:54][Cl:53])[C:2]1[CH:3]=[CH:4][CH:5]=[CH:6][CH:7]=1, predict the reactants needed to synthesize it. The reactants are: [CH2:1]([O:8][C@@H:9]1[C@@H:14]([O:15][CH2:16][C:17]2[CH:22]=[CH:21][CH:20]=[CH:19][CH:18]=2)[C@H:13]([CH3:23])[O:12][C@@H:11]([O:24][C@@H:25]2[C@H:34]([O:35][CH2:36][C:37]3[CH:42]=[CH:41][CH:40]=[CH:39][CH:38]=3)[C@@H:33]([O:43][CH2:44][C:45]3[CH:50]=[CH:49][CH:48]=[CH:47][CH:46]=3)[C@H:32]([CH3:51])[O:31][C@H:26]2[O:27][CH2:28][CH:29]=[CH2:30])[C@@H:10]1[OH:52])[C:2]1[CH:7]=[CH:6][CH:5]=[CH:4][CH:3]=1.[Cl:53][CH2:54][C:55](O[C:55](=[O:56])[CH2:54][Cl:53])=[O:56].CO. (2) Given the product [Br:5][C:6]1[CH:19]=[CH:18][C:9]([O:10][CH2:11][CH:12]2[CH2:13][CH2:14][N:15]([CH2:25][C:23]([OH:24])([CH2:26][CH3:27])[CH2:21][CH3:22])[CH2:16][CH2:17]2)=[C:8]([F:20])[CH:7]=1, predict the reactants needed to synthesize it. The reactants are: CCO.Cl.[Br:5][C:6]1[CH:19]=[CH:18][C:9]([O:10][CH2:11][CH:12]2[CH2:17][CH2:16][NH:15][CH2:14][CH2:13]2)=[C:8]([F:20])[CH:7]=1.[CH2:21]([C:23]1([CH2:26][CH3:27])[CH2:25][O:24]1)[CH3:22].C([O-])([O-])=O.[K+].[K+]. (3) Given the product [CH3:37][C:28]1[C:29]2[CH2:33][O:32][C:31](=[O:34])[C:30]=2[CH:35]=[CH:36][C:27]=1[C:25](=[O:26])[CH2:24][N:7]1[CH2:6][CH2:5][N:4]([C:8]([O:10][C:11]([CH3:14])([CH3:13])[CH3:12])=[O:9])[CH2:3][C:2]1=[O:1], predict the reactants needed to synthesize it. The reactants are: [O:1]=[C:2]1[NH:7][CH2:6][CH2:5][N:4]([C:8]([O:10][C:11]([CH3:14])([CH3:13])[CH3:12])=[O:9])[CH2:3]1.[Li+].CC([N-]C(C)C)C.Br[CH2:24][C:25]([C:27]1[CH:36]=[CH:35][C:30]2[C:31](=[O:34])[O:32][CH2:33][C:29]=2[C:28]=1[CH3:37])=[O:26]. (4) Given the product [CH3:1][O:2][C:3]([NH:5][C@H:6]([C:10]([N:12]1[C@@H:16]([CH3:17])[CH2:15][CH2:14][C@H:13]1[C:18]1[NH:22][C:21]2[C:23]3[C:28]([CH:29]=[CH:30][C:20]=2[N:19]=1)=[CH:27][C:26]1[C:31]2[C:36]([CH2:37][O:38][C:25]=1[CH:24]=3)=[CH:35][C:34]([C:39]1[NH:43][C:42]([C@@H:44]3[CH2:48][C@H:47]([CH2:49][O:50][CH3:51])[CH2:46][N:45]3[C:52]([O:54][C:55]([CH3:58])([CH3:57])[CH3:56])=[O:53])=[N:41][CH:40]=1)=[CH:33][CH:32]=2)=[O:11])[CH:7]([CH3:9])[CH3:8])=[O:4], predict the reactants needed to synthesize it. The reactants are: [CH3:1][O:2][C:3]([NH:5][C@H:6]([C:10]([N:12]1[C@@H:16]([CH3:17])[CH2:15][CH2:14][C@H:13]1[C:18]1[NH:22][C:21]2[C:23]3[C:28]([CH2:29][CH2:30][C:20]=2[N:19]=1)=[CH:27][C:26]1[C:31]2[C:36]([CH2:37][O:38][C:25]=1[CH:24]=3)=[CH:35][C:34]([C:39]1[NH:43][C:42]([C@@H:44]3[CH2:48][C@H:47]([CH2:49][O:50][CH3:51])[CH2:46][N:45]3[C:52]([O:54][C:55]([CH3:58])([CH3:57])[CH3:56])=[O:53])=[N:41][CH:40]=1)=[CH:33][CH:32]=2)=[O:11])[CH:7]([CH3:9])[CH3:8])=[O:4].CO.